From a dataset of Catalyst prediction with 721,799 reactions and 888 catalyst types from USPTO. Predict which catalyst facilitates the given reaction. (1) Product: [OH:16][N:15]=[C:6]([NH2:7])[C:5]1[CH:8]=[CH:9][C:2]([CH3:1])=[CH:3][C:4]=1[C:10]([F:13])([F:11])[F:12]. The catalyst class is: 5. Reactant: [CH3:1][C:2]1[CH:9]=[CH:8][C:5]([C:6]#[N:7])=[C:4]([C:10]([F:13])([F:12])[F:11])[CH:3]=1.Cl.[NH2:15][OH:16].C(=O)(O)[O-].[Na+]. (2) Reactant: Cl.[O:2]=[S:3]1(=[O:22])[CH2:8][CH2:7][CH2:6][CH2:5][N:4]1[C:9]1[CH:17]=[C:16]([C:18]([O:20][CH3:21])=[O:19])[CH:15]=[C:14]2[C:10]=1[CH2:11][CH2:12][NH:13]2.CCN(CC)CC.[C:30](OC(=O)C)(=[O:32])[CH3:31]. Product: [C:30]([N:13]1[C:14]2[C:10](=[C:9]([N:4]3[CH2:5][CH2:6][CH2:7][CH2:8][S:3]3(=[O:2])=[O:22])[CH:17]=[C:16]([C:18]([O:20][CH3:21])=[O:19])[CH:15]=2)[CH2:11][CH2:12]1)(=[O:32])[CH3:31]. The catalyst class is: 25. (3) Reactant: [OH:1][C:2]1([CH2:8][CH:9]([NH2:22])[CH2:10][N:11]([CH3:21])[C:12](=[O:20])[O:13][CH2:14][CH2:15][Si:16]([CH3:19])([CH3:18])[CH3:17])[CH2:7][CH2:6][CH2:5][CH2:4][CH2:3]1.C[Si](Cl)(C)C.Cl[C:29](OC1C=CC([N+]([O-])=O)=CC=1)=[O:30].Cl.[F:42][C:43]1[CH:44]=[C:45]([C@:49]([C@@H:57]2[CH2:62][CH2:61][CH2:60][NH:59][CH2:58]2)([OH:56])[CH2:50][CH2:51][CH2:52][CH2:53][O:54][CH3:55])[CH:46]=[CH:47][CH:48]=1. The catalyst class is: 624. Product: [F:42][C:43]1[CH:44]=[C:45]([C@:49]([C@@H:57]2[CH2:62][CH2:61][CH2:60][N:59]([C:29]([NH:22][CH:9]([CH2:8][C:2]3([OH:1])[CH2:3][CH2:4][CH2:5][CH2:6][CH2:7]3)[CH2:10][N:11]([CH3:21])[C:12]([O:13][CH2:14][CH2:15][Si:16]([CH3:17])([CH3:19])[CH3:18])=[O:20])=[O:30])[CH2:58]2)([OH:56])[CH2:50][CH2:51][CH2:52][CH2:53][O:54][CH3:55])[CH:46]=[CH:47][CH:48]=1. (4) Reactant: [Cl:1][C:2]1[N:3]=[CH:4][NH:5][C:6]=1[Cl:7].[OH-].[K+].[Br:10][CH2:11][CH3:12].[K+].[Br-].Br[CH2:16][C:17]1[CH:26]=[CH:25][C:24]2[C:19](=[CH:20][CH:21]=[CH:22][CH:23]=2)[CH:18]=1. Product: [Br-:10].[CH2:11]([C:25]1[C:24]2[C:19](=[CH:20][CH:21]=[CH:22][CH:23]=2)[CH:18]=[C:17]([CH3:16])[C:26]=1[N+:3]1[C:2]([Cl:1])=[C:6]([Cl:7])[NH:5][CH:4]=1)[CH3:12]. The catalyst class is: 10. (5) Reactant: [CH2:1]([O:3][C:4](=O)[C:5]1[CH:10]=[C:9](Br)[CH:8]=[CH:7][C:6]=1[O:12][C:13]([F:16])([F:15])[F:14])C.O.[NH2:19][NH2:20].COC(OC)OC.[F:28][C:29]([F:43])([F:42])[C:30]1[N:34]2[CH:35]=[C:36](B(O)O)[CH:37]=[CH:38][C:33]2=[N:32][N:31]=1. Product: [F:14][C:13]([F:16])([F:15])[O:12][C:6]1[CH:7]=[CH:8][C:9]([C:36]2[CH:37]=[CH:38][C:33]3[N:34]([C:30]([C:29]([F:43])([F:42])[F:28])=[N:31][N:32]=3)[CH:35]=2)=[CH:10][C:5]=1[C:4]1[O:3][CH:1]=[N:19][N:20]=1. The catalyst class is: 8. (6) Reactant: C([O:5][C:6]([C:8]1[N:9]([CH2:17][C:18](=[O:35])[CH2:19][O:20][C:21]2[CH:26]=[CH:25][C:24]([CH2:27][CH2:28][CH2:29][CH2:30][CH2:31][CH2:32][CH2:33][CH3:34])=[CH:23][CH:22]=2)[C:10]2[C:15]([CH:16]=1)=[CH:14][CH:13]=[CH:12][CH:11]=2)=[O:7])(C)(C)C.FC(F)(F)C(O)=O. Product: [CH2:27]([C:24]1[CH:23]=[CH:22][C:21]([O:20][CH2:19][C:18](=[O:35])[CH2:17][N:9]2[C:10]3[C:15](=[CH:14][CH:13]=[CH:12][CH:11]=3)[CH:16]=[C:8]2[C:6]([OH:7])=[O:5])=[CH:26][CH:25]=1)[CH2:28][CH2:29][CH2:30][CH2:31][CH2:32][CH2:33][CH3:34]. The catalyst class is: 4. (7) Reactant: Br[C:2]1[N:7]=[C:6]([C:8]2[N:12]3[CH:13]=[CH:14][N:15]=[C:16]([NH:17][CH2:18][CH2:19][N:20]4[CH2:25][CH2:24][O:23][CH2:22][CH2:21]4)[C:11]3=[N:10][CH:9]=2)[CH:5]=[CH:4][CH:3]=1.[C:26]([O:30][C:31](=[O:44])[NH:32][CH2:33][CH2:34][CH:35]([NH2:43])[C:36]1[CH:41]=[CH:40][CH:39]=[C:38]([Cl:42])[CH:37]=1)([CH3:29])([CH3:28])[CH3:27].CN(C1C(C2C(P(C3CCCCC3)C3CCCCC3)=CC=CC=2)=CC=CC=1)C.C([O-])([O-])=O.[K+].[K+]. Product: [C:26]([O:30][C:31](=[O:44])[NH:32][CH2:33][CH2:34][CH:35]([C:36]1[CH:41]=[CH:40][CH:39]=[C:38]([Cl:42])[CH:37]=1)[NH:43][C:2]1[CH:3]=[CH:4][CH:5]=[C:6]([C:8]2[N:12]3[CH:13]=[CH:14][N:15]=[C:16]([NH:17][CH2:18][CH2:19][N:20]4[CH2:25][CH2:24][O:23][CH2:22][CH2:21]4)[C:11]3=[N:10][CH:9]=2)[N:7]=1)([CH3:29])([CH3:27])[CH3:28]. The catalyst class is: 62. (8) Reactant: [CH3:1][N:2]([CH2:4][C@@H:5]1[CH2:10][CH2:9][CH2:8][CH2:7][C@H:6]1[C:11]1[CH:12]=[C:13]([OH:17])[CH:14]=[CH:15][CH:16]=1)[CH3:3].[C:18]([OH:25])(=[O:24])/[CH:19]=[CH:20]\[C:21]([OH:23])=[O:22]. Product: [C:18]([OH:25])(=[O:24])/[CH:19]=[CH:20]\[C:21]([OH:23])=[O:22].[CH3:3][N:2]([CH2:4][C@@H:5]1[CH2:10][CH2:9][CH2:8][CH2:7][C@H:6]1[C:11]1[CH:12]=[C:13]([OH:17])[CH:14]=[CH:15][CH:16]=1)[CH3:1]. The catalyst class is: 13. (9) Reactant: [CH3:1][O:2][C:3]1[CH:8]=[CH:7][C:6]([CH2:9][CH2:10][CH2:11][CH:12]=[O:13])=[CH:5][CH:4]=1.[F:14][C:15]1[CH:16]=[C:17]([Mg]Br)[CH:18]=[CH:19][C:20]=1[F:21]. Product: [F:14][C:15]1[CH:16]=[C:17]([CH:12]([OH:13])[CH2:11][CH2:10][CH2:9][C:6]2[CH:7]=[CH:8][C:3]([O:2][CH3:1])=[CH:4][CH:5]=2)[CH:18]=[CH:19][C:20]=1[F:21]. The catalyst class is: 1. (10) Reactant: C(OC(=O)[NH:7][CH2:8][C:9]1[CH:14]=[CH:13][C:12]([C:15]([F:18])([F:17])[F:16])=[C:11]([NH2:19])[CH:10]=1)(C)(C)C.Cl. Product: [NH2:19][C:11]1[CH:10]=[C:9]([CH:14]=[CH:13][C:12]=1[C:15]([F:16])([F:17])[F:18])[CH2:8][NH2:7]. The catalyst class is: 1.